Dataset: Catalyst prediction with 721,799 reactions and 888 catalyst types from USPTO. Task: Predict which catalyst facilitates the given reaction. (1) Reactant: [Br:1][C:2]1[CH:7]=[CH:6][C:5]([C:8]2[N:12]=[N:11][N:10]([CH3:13])[C:9]=2[C:14]([OH:16])=[O:15])=[CH:4][CH:3]=1.C(=O)(O)[O-].[Na+].[CH2:22](Br)[C:23]1[CH:28]=[CH:27][CH:26]=[CH:25][CH:24]=1. Product: [CH2:22]([O:15][C:14]([C:9]1[N:10]([CH3:13])[N:11]=[N:12][C:8]=1[C:5]1[CH:6]=[CH:7][C:2]([Br:1])=[CH:3][CH:4]=1)=[O:16])[C:23]1[CH:28]=[CH:27][CH:26]=[CH:25][CH:24]=1. The catalyst class is: 18. (2) The catalyst class is: 3. Product: [Cl:19][C:13]1[CH:14]=[CH:15][CH:16]=[C:17]([Cl:18])[C:12]=1[CH2:11][C:9]1[O:8][C:4]2[N:5]=[CH:6][N:7]=[C:2]([NH:20][CH2:21][C:22]3[C:23]([CH3:37])=[CH:24][C:25]([NH:29][C:30](=[O:36])[O:31][C:32]([CH3:33])([CH3:34])[CH3:35])=[N:26][C:27]=3[CH3:28])[C:3]=2[N:10]=1. Reactant: Cl[C:2]1[C:3]2[N:10]=[C:9]([CH2:11][C:12]3[C:17]([Cl:18])=[CH:16][CH:15]=[CH:14][C:13]=3[Cl:19])[O:8][C:4]=2[N:5]=[CH:6][N:7]=1.[NH2:20][CH2:21][C:22]1[C:23]([CH3:37])=[CH:24][C:25]([NH:29][C:30](=[O:36])[O:31][C:32]([CH3:35])([CH3:34])[CH3:33])=[N:26][C:27]=1[CH3:28].C([O-])([O-])=O.[Cs+].[Cs+]. (3) Reactant: CS([C:5]1[N:10]=[C:9]([O:11][C:12]2[CH:17]=[CH:16][C:15]([O:18][C:19]3[CH:24]=[CH:23][CH:22]=[CH:21][CH:20]=3)=[CH:14][CH:13]=2)[C:8]([C:25]([NH2:27])=[O:26])=[CH:7][N:6]=1)(=O)=O.[NH2:28][CH:29]1[CH2:34][CH2:33][CH2:32][N:31]([C:35]([O:37][C:38]([CH3:41])([CH3:40])[CH3:39])=[O:36])[CH2:30]1.CCN(C(C)C)C(C)C. Product: [C:25]([C:8]1[C:9]([O:11][C:12]2[CH:17]=[CH:16][C:15]([O:18][C:19]3[CH:24]=[CH:23][CH:22]=[CH:21][CH:20]=3)=[CH:14][CH:13]=2)=[N:10][C:5]([NH:28][CH:29]2[CH2:34][CH2:33][CH2:32][N:31]([C:35]([O:37][C:38]([CH3:41])([CH3:40])[CH3:39])=[O:36])[CH2:30]2)=[N:6][CH:7]=1)(=[O:26])[NH2:27]. The catalyst class is: 9. (4) Reactant: C([N-]C(C)C)(C)C.[Li+].[Br:9][C:10]1[CH:15]=[CH:14][CH:13]=[CH:12][N:11]=1.[CH3:16][C:17]([CH3:19])=[O:18]. Product: [Br:9][C:10]1[C:15]([C:17]([OH:18])([CH3:19])[CH3:16])=[CH:14][CH:13]=[CH:12][N:11]=1. The catalyst class is: 7. (5) The catalyst class is: 598. Product: [CH3:37][O:36][C:33]1[CH:32]=[CH:31][C:30]([CH2:29][N:28]([CH2:38][C:39]2[CH:40]=[CH:41][C:42]([O:45][CH3:46])=[CH:43][CH:44]=2)[C:23]2[N:24]=[C:25]([CH3:27])[N:26]=[C:21]([C:20]3[C:11]([NH:1][C:2]4[CH:7]=[N:6][C:5]([O:8][CH3:9])=[CH:4][CH:3]=4)=[N:12][C:13]4[C:18]([CH:19]=3)=[CH:17][CH:16]=[CH:15][CH:14]=4)[N:22]=2)=[CH:35][CH:34]=1. Reactant: [NH2:1][C:2]1[CH:3]=[CH:4][C:5]([O:8][CH3:9])=[N:6][CH:7]=1.Cl[C:11]1[C:20]([C:21]2[N:26]=[C:25]([CH3:27])[N:24]=[C:23]([N:28]([CH2:38][C:39]3[CH:44]=[CH:43][C:42]([O:45][CH3:46])=[CH:41][CH:40]=3)[CH2:29][C:30]3[CH:35]=[CH:34][C:33]([O:36][CH3:37])=[CH:32][CH:31]=3)[N:22]=2)=[CH:19][C:18]2[C:13](=[CH:14][CH:15]=[CH:16][CH:17]=2)[N:12]=1.[Li+].C[Si]([N-][Si](C)(C)C)(C)C. (6) Reactant: [CH3:1][O:2][C:3](=[O:21])[C@@H:4]([NH:13][C:14]([O:16][C:17]([CH3:20])([CH3:19])[CH3:18])=[O:15])[CH2:5][C:6]1[CH:11]=[CH:10][C:9]([OH:12])=[CH:8][CH:7]=1.C1C=CC(N([S:29]([C:32]([F:35])([F:34])[F:33])(=[O:31])=[O:30])[S:29]([C:32]([F:35])([F:34])[F:33])(=[O:31])=[O:30])=CC=1.CCN(C(C)C)C(C)C. Product: [CH3:1][O:2][C:3](=[O:21])[C@@H:4]([NH:13][C:14]([O:16][C:17]([CH3:18])([CH3:20])[CH3:19])=[O:15])[CH2:5][C:6]1[CH:11]=[CH:10][C:9]([O:12][S:29]([C:32]([F:35])([F:34])[F:33])(=[O:31])=[O:30])=[CH:8][CH:7]=1. The catalyst class is: 23.